The task is: Predict the reactants needed to synthesize the given product.. This data is from Full USPTO retrosynthesis dataset with 1.9M reactions from patents (1976-2016). (1) Given the product [CH:1]1([N:6]2[C:10]3[N:11]=[C:12]([NH:15][C:16]4[CH:25]=[CH:24][C:23]5[CH2:22][NH:21][CH2:20][CH2:19][C:18]=5[N:17]=4)[N:13]=[CH:14][C:9]=3[C:8]3[CH:33]=[CH:34][N:35]=[CH:36][C:7]2=3)[CH2:2][CH2:3][CH2:4][CH2:5]1, predict the reactants needed to synthesize it. The reactants are: [CH:1]1([N:6]2[C:10]3[N:11]=[C:12]([NH:15][C:16]4[CH:25]=[CH:24][C:23]5[CH2:22][N:21](C(OC(C)(C)C)=O)[CH2:20][CH2:19][C:18]=5[N:17]=4)[N:13]=[CH:14][C:9]=3[C:8]3[CH:33]=[CH:34][N:35]=[CH:36][C:7]2=3)[CH2:5][CH2:4][CH2:3][CH2:2]1. (2) Given the product [F:1][C:2]1[C:3]([C:9]2[N:13]([CH:14]3[CH2:19][CH2:18][O:17][CH2:16][CH2:15]3)[C:12]([CH3:20])=[N:11][CH:10]=2)=[N:4][C:5]([NH:8][C:22]2[CH:23]=[N:24][C:25]([O:28][CH3:29])=[N:26][CH:27]=2)=[N:6][CH:7]=1, predict the reactants needed to synthesize it. The reactants are: [F:1][C:2]1[C:3]([C:9]2[N:13]([CH:14]3[CH2:19][CH2:18][O:17][CH2:16][CH2:15]3)[C:12]([CH3:20])=[N:11][CH:10]=2)=[N:4][C:5]([NH2:8])=[N:6][CH:7]=1.Br[C:22]1[CH:23]=[N:24][C:25]([O:28][CH3:29])=[N:26][CH:27]=1. (3) Given the product [CH3:5][Si:4]1([CH3:6])[CH2:7][CH2:8][N:10]([C:11]2[CH:23]=[CH:22][C:14]([C:15]([O:17][C:18]([CH3:19])([CH3:20])[CH3:21])=[O:16])=[CH:13][CH:12]=2)[CH2:2][CH2:3]1, predict the reactants needed to synthesize it. The reactants are: Br[CH2:2][CH2:3][Si:4]([CH2:7][CH2:8]Br)([CH3:6])[CH3:5].[NH2:10][C:11]1[CH:23]=[CH:22][C:14]([C:15]([O:17][C:18]([CH3:21])([CH3:20])[CH3:19])=[O:16])=[CH:13][CH:12]=1.[OH-].[Na+]. (4) Given the product [Si:1]([O:18][CH2:19][C@@H:20]1[N:21]([C:26]([O:28][C:29]([CH3:32])([CH3:31])[CH3:30])=[O:27])[C:22](=[O:25])[CH:23]([CH2:44][Sn:45]([CH3:48])([CH3:47])[CH3:46])[CH2:24]1)([C:14]([CH3:15])([CH3:16])[CH3:17])([C:2]1[CH:7]=[CH:6][CH:5]=[CH:4][CH:3]=1)[C:8]1[CH:13]=[CH:12][CH:11]=[CH:10][CH:9]=1, predict the reactants needed to synthesize it. The reactants are: [Si:1]([O:18][CH2:19][C@H:20]1[CH2:24][CH2:23][C:22](=[O:25])[N:21]1[C:26]([O:28][C:29]([CH3:32])([CH3:31])[CH3:30])=[O:27])([C:14]([CH3:17])([CH3:16])[CH3:15])([C:8]1[CH:13]=[CH:12][CH:11]=[CH:10][CH:9]=1)[C:2]1[CH:7]=[CH:6][CH:5]=[CH:4][CH:3]=1.[Li+].C[Si]([N-][Si](C)(C)C)(C)C.I[CH2:44][Sn:45]([CH3:48])([CH3:47])[CH3:46].[NH4+].[Cl-]. (5) Given the product [CH2:36]([O:1][C:2]1[C:3]([I:29])=[CH:4][C:5]2[CH2:6][C@H:7]3[N:18]([C:19]([O:21][CH2:22][C:23]4[CH:24]=[CH:25][CH:26]=[CH:27][CH:28]=4)=[O:20])[CH2:17][CH2:16][C@@:13]4([C:14]=2[CH:15]=1)[C@H:8]3[CH2:9][CH2:10][CH2:11][CH2:12]4)[C:37]1[CH:42]=[CH:41][CH:40]=[CH:39][CH:38]=1, predict the reactants needed to synthesize it. The reactants are: [OH:1][C:2]1[C:3]([I:29])=[CH:4][C:5]2[CH2:6][C@H:7]3[N:18]([C:19]([O:21][CH2:22][C:23]4[CH:28]=[CH:27][CH:26]=[CH:25][CH:24]=4)=[O:20])[CH2:17][CH2:16][C@@:13]4([C:14]=2[CH:15]=1)[C@H:8]3[CH2:9][CH2:10][CH2:11][CH2:12]4.C([O-])([O-])=O.[K+].[K+].[CH2:36](Br)[C:37]1[CH:42]=[CH:41][CH:40]=[CH:39][CH:38]=1. (6) Given the product [C:1]([O:4][C:5]1[CH:10]=[CH:9][C:8]([CH2:11][Br:14])=[CH:7][CH:6]=1)(=[O:3])[CH3:2], predict the reactants needed to synthesize it. The reactants are: [C:1]([O:4][C:5]1[CH:10]=[CH:9][C:8]([CH2:11]O)=[CH:7][CH:6]=1)(=[O:3])[CH3:2].C(Br)(Br)(Br)[Br:14].C1(P(C2C=CC=CC=2)C2C=CC=CC=2)C=CC=CC=1. (7) Given the product [Cl:17][C:18]1[CH:23]=[C:22]([Cl:24])[CH:21]=[CH:20][C:19]=1[CH2:25][C:26]([N:10]([C:6]1([C:30]([NH:29][C:31]2[CH:36]=[CH:35][CH:34]=[CH:33][CH:32]=2)=[O:38])[CH2:7][CH2:8][N:3]([O:2][CH3:1])[CH2:4][CH2:5]1)[C:11]1[CH:16]=[CH:15][CH:14]=[CH:13][CH:12]=1)=[O:28], predict the reactants needed to synthesize it. The reactants are: [CH3:1][O:2][N:3]1[CH2:8][CH2:7][C:6](=O)[CH2:5][CH2:4]1.[NH2:10][C:11]1[CH:16]=[CH:15][CH:14]=[CH:13][CH:12]=1.[Cl:17][C:18]1[CH:23]=[C:22]([Cl:24])[CH:21]=[CH:20][C:19]=1[CH2:25][C:26]([OH:28])=O.[N+:29]([C:31]1[CH:36]=[CH:35][CH:34]=[CH:33][CH:32]=1)#[C-:30].C[OH:38]. (8) The reactants are: Br[C:2]1[C:10]2[N:9]3[CH2:11][CH2:12][NH:13][C:14](=[O:15])[C:8]3=[C:7]([CH3:16])[C:6]=2[CH:5]=[C:4]([Cl:17])[CH:3]=1.[N:18]1[CH:23]=[CH:22][CH:21]=[C:20](B(O)O)[CH:19]=1. Given the product [Cl:17][C:4]1[CH:3]=[C:2]([C:20]2[CH:19]=[N:18][CH:23]=[CH:22][CH:21]=2)[C:10]2[N:9]3[CH2:11][CH2:12][NH:13][C:14](=[O:15])[C:8]3=[C:7]([CH3:16])[C:6]=2[CH:5]=1, predict the reactants needed to synthesize it. (9) Given the product [CH:3]([C:6]1[CH:11]=[CH:10][CH:9]=[CH:8][C:7]=1[O:12][CH2:13][O:14][CH2:15][CH2:16][O:17][CH3:18])([CH3:5])[CH3:4], predict the reactants needed to synthesize it. The reactants are: [H-].[Na+].[CH:3]([C:6]1[CH:11]=[CH:10][CH:9]=[CH:8][C:7]=1[OH:12])([CH3:5])[CH3:4].[CH3:13][O:14][CH2:15][CH2:16][O:17][CH2:18]Cl.